Predict the reactants needed to synthesize the given product. From a dataset of Full USPTO retrosynthesis dataset with 1.9M reactions from patents (1976-2016). (1) Given the product [CH3:1][O:2][C:3](=[O:21])[C:4]([NH:7][C:8]([C:10]1[CH:19]=[CH:18][C:17]2[C:12](=[CH:13][CH:14]=[CH:15][CH:16]=2)[C:11]=1[O:20][CH:31]([C:23]1[S:22][C:26]2[CH:27]=[CH:28][CH:29]=[CH:30][C:25]=2[N:24]=1)[CH3:32])=[O:9])([CH3:6])[CH3:5], predict the reactants needed to synthesize it. The reactants are: [CH3:1][O:2][C:3](=[O:21])[C:4]([NH:7][C:8]([C:10]1[CH:19]=[CH:18][C:17]2[C:12](=[CH:13][CH:14]=[CH:15][CH:16]=2)[C:11]=1[OH:20])=[O:9])([CH3:6])[CH3:5].[S:22]1[C:26]2[CH:27]=[CH:28][CH:29]=[CH:30][C:25]=2[N:24]=[C:23]1[CH:31](O)[CH3:32]. (2) The reactants are: [CH3:1][S:2]([CH:5]=[CH2:6])(=[O:4])=[O:3].[CH3:7][NH2:8].[ClH:9]. Given the product [ClH:9].[CH3:7][NH:8][CH2:6][CH2:5][S:2]([CH3:1])(=[O:4])=[O:3], predict the reactants needed to synthesize it. (3) Given the product [CH3:1][O:2][C:3]1[CH:11]=[C:10]2[C:6]([C:7]([CH3:14])([CH3:15])[C:8](=[O:13])[N:9]2[CH3:12])=[CH:5][C:4]=1[CH2:16][NH:30][C@H:29]1[CH2:28][CH2:27][CH2:26][NH:25][C@H:24]1[C:18]1[CH:23]=[CH:22][CH:21]=[CH:20][CH:19]=1, predict the reactants needed to synthesize it. The reactants are: [CH3:1][O:2][C:3]1[CH:11]=[C:10]2[C:6]([C:7]([CH3:15])([CH3:14])[C:8](=[O:13])[N:9]2[CH3:12])=[CH:5][C:4]=1[CH:16]=O.[C:18]1([C@H:24]2[C@@H:29]([NH2:30])[CH2:28][CH2:27][CH2:26][NH:25]2)[CH:23]=[CH:22][CH:21]=[CH:20][CH:19]=1.CO.C(O[BH-](OC(=O)C)OC(=O)C)(=O)C.[Na+]. (4) Given the product [CH:1]1([N:7]2[C:11](=[O:12])[C:10]([NH:13][C:14]([C:16]3[C:20]([CH3:21])=[C:19]([C@H:22]4[C@H:23]([CH3:24])[O:25][C:28]([CH3:30])([CH3:29])[CH2:27][O:26]4)[O:18][N:17]=3)=[O:15])=[C:9]([CH3:31])[N:8]2[CH3:32])[CH2:6][CH2:5][CH2:4][CH2:3][CH2:2]1, predict the reactants needed to synthesize it. The reactants are: [CH:1]1([N:7]2[C:11](=[O:12])[C:10]([NH:13][C:14]([C:16]3[C:20]([CH3:21])=[C:19]([C@H:22]([O:26][CH2:27][C:28]([CH3:30])=[CH2:29])[C@@H:23]([OH:25])[CH3:24])[O:18][N:17]=3)=[O:15])=[C:9]([CH3:31])[N:8]2[CH3:32])[CH2:6][CH2:5][CH2:4][CH2:3][CH2:2]1.C(B(CC)CC)C.[BH4-].[Na+].C(Cl)Cl.